From a dataset of Catalyst prediction with 721,799 reactions and 888 catalyst types from USPTO. Predict which catalyst facilitates the given reaction. (1) Reactant: [C:1]1([S:7]([C:10]2[CH:19]=[C:18]3[C:13]([C:14](=[O:30])[NH:15][C:16]([N:20]4[CH:24]=[C:23]([C:25]([O:27]CC)=[O:26])[CH:22]=[N:21]4)=[N:17]3)=[CH:12][CH:11]=2)(=[O:9])=[O:8])[CH:6]=[CH:5][CH:4]=[CH:3][CH:2]=1.[Li+].[OH-].Cl. Product: [C:1]1([S:7]([C:10]2[CH:19]=[C:18]3[C:13]([C:14](=[O:30])[NH:15][C:16]([N:20]4[CH:24]=[C:23]([C:25]([OH:27])=[O:26])[CH:22]=[N:21]4)=[N:17]3)=[CH:12][CH:11]=2)(=[O:9])=[O:8])[CH:6]=[CH:5][CH:4]=[CH:3][CH:2]=1. The catalyst class is: 1. (2) Reactant: N[C:2]1([N+:21]([O-])=O)[C:7]([O:8][CH2:9][C:10]([F:13])([F:12])[F:11])=[CH:6][C:5]([CH3:14])=[N:4][CH:3]1[O:15][CH2:16][C:17]([F:20])([F:19])[F:18].CN(C)C1C=CC=CC=1.[Br:33][CH2:34][C:35](Br)=[O:36]. Product: [Br:33][CH2:34][C:35]([NH:21][C:2]1[C:3]([O:15][CH2:16][C:17]([F:18])([F:19])[F:20])=[N:4][C:5]([CH3:14])=[CH:6][C:7]=1[O:8][CH2:9][C:10]([F:11])([F:12])[F:13])=[O:36]. The catalyst class is: 4. (3) Reactant: [C:1]([O:5][C:6]([NH:8][C:9]1[C:10]([C:14]2[N:19]=[C:18]([C:20]([O:22][CH3:23])=[O:21])[C:17]([O:24][C:25](=[O:30])[C:26]([CH3:29])([CH3:28])[CH3:27])=[C:16]([OH:31])[N:15]=2)=[CH:11][S:12][CH:13]=1)=[O:7])([CH3:4])([CH3:3])[CH3:2].[C:32](=O)([O-])[O-].[Cs+].[Cs+].IC. Product: [C:1]([O:5][C:6]([NH:8][C:9]1[C:10]([C:14]2[N:19]=[C:18]([C:20]([O:22][CH3:23])=[O:21])[C:17]([O:24][C:25](=[O:30])[C:26]([CH3:29])([CH3:28])[CH3:27])=[C:16]([O:31][CH3:32])[N:15]=2)=[CH:11][S:12][CH:13]=1)=[O:7])([CH3:4])([CH3:2])[CH3:3]. The catalyst class is: 295. (4) Reactant: [Cl:1][C:2]1[C:11]2[C:6](=[CH:7][CH:8]=[CH:9][CH:10]=2)[C:5](Cl)=[N:4][N:3]=1.[OH-].[NH4+:14].O.[NH2:16]N. Product: [Cl:1][C:2]1[C:11]2[C:6](=[CH:7][CH:8]=[CH:9][CH:10]=2)[C:5]([NH:14][NH2:16])=[N:4][N:3]=1. The catalyst class is: 8.